Dataset: Full USPTO retrosynthesis dataset with 1.9M reactions from patents (1976-2016). Task: Predict the reactants needed to synthesize the given product. (1) Given the product [CH2:1]([O:5][C:6]([C:8]1[C:9]([OH:18])=[C:10]2[CH:17]=[CH:16][S:15][C:11]2=[C:12]([C:20]#[C:19][Si:21]([CH3:24])([CH3:23])[CH3:22])[N:13]=1)=[O:7])[CH2:2][CH2:3][CH3:4], predict the reactants needed to synthesize it. The reactants are: [CH2:1]([O:5][C:6]([C:8]1[C:9]([OH:18])=[C:10]2[CH:17]=[CH:16][S:15][C:11]2=[C:12](Br)[N:13]=1)=[O:7])[CH2:2][CH2:3][CH3:4].[C:19]([Si:21]([CH3:24])([CH3:23])[CH3:22])#[CH:20].C(N(CC)CC)C. (2) Given the product [Br:25][CH2:26][CH2:27][CH2:28][CH2:29][CH2:30][O:14][CH2:13][C:11]([CH:10]1[C:2]2([CH3:1])[CH:7]([CH:6]3[CH:5]([CH2:4][CH2:3]2)[C:23]2([CH3:24])[C:17](=[CH:18][C:19](=[O:20])[CH2:21][CH2:22]2)[CH2:16][CH2:15]3)[CH2:8][CH2:9]1)=[O:12], predict the reactants needed to synthesize it. The reactants are: [CH3:1][C@@:2]12[C@@H:10]([C:11]([CH2:13][OH:14])=[O:12])[CH2:9][CH2:8][C@H:7]1[C@@H:6]1[CH2:15][CH2:16][C:17]3[C@@:23]([CH3:24])([C@H:5]1[CH2:4][CH2:3]2)[CH2:22][CH2:21][C:19](=[O:20])[CH:18]=3.[Br:25][CH2:26][CH2:27][CH2:28][CH2:29][CH2:30]Br.[OH-].[K+].[OH-].C([N+](CCCC)(CCCC)CCCC)CCC. (3) The reactants are: [CH3:1][O:2][C:3](=[O:61])[NH:4][CH:5]([C:9]([N:11]1[CH2:15][CH2:14][CH2:13][CH:12]1[C:16]1[NH:17][C:18]([C:21]2[CH:30]=[CH:29][C:28]3[C:23](=CC=[C:26]([C:31]4[CH:36]=[CH:35][C:34]([C:37]5[NH:38][C:39]([C@@H:42]6[CH2:46][CH2:45][CH2:44][N:43]6[C:47](=[O:60])[CH:48]([NH:55][C:56]([O:58][CH3:59])=[O:57])[C:49]6[CH:54]=[CH:53][CH:52]=[CH:51][CH:50]=6)=[N:40][CH:41]=5)=[CH:33][CH:32]=4)[CH:27]=3)[CH:22]=2)=[CH:19][N:20]=1)=[O:10])[CH:6]([CH3:8])[CH3:7].COC(=O)N[CH:66](C(N1CCCC1C1NC(C2C=CC(Br)=CC=2)=CN=1)=O)[CH:67](C)C.C(OC(N1CCCC1C1NC(C2C=CC3C(=CC=C(B4OC(C)(C)C(C)(C)O4)C=3)C=2)=CN=1)=O)(C)(C)C. Given the product [CH3:1][O:2][C:3](=[O:61])[NH:4][CH:5]([C:9]([N:11]1[CH2:15][CH2:14][CH2:13][CH:12]1[C:16]1[NH:17][C:18]([C:21]2[CH:22]=[CH:23][C:28]([C:27]3[CH:67]=[CH:66][C:32]4[C:31](=[CH:36][CH:35]=[C:34]([C:37]5[NH:38][C:39]([CH:42]6[CH2:46][CH2:45][CH2:44][N:43]6[C:47](=[O:60])[CH:48]([NH:55][C:56]([O:58][CH3:59])=[O:57])[C:49]6[CH:50]=[CH:51][CH:52]=[CH:53][CH:54]=6)=[N:40][CH:41]=5)[CH:33]=4)[CH:26]=3)=[CH:29][CH:30]=2)=[CH:19][N:20]=1)=[O:10])[CH:6]([CH3:8])[CH3:7], predict the reactants needed to synthesize it. (4) Given the product [C:23]([C:26]1[S:30][C:29]([C:2]2[CH:3]=[C:4]([S:8]([NH:11][C:12]3[CH:21]=[CH:20][C:15]([C:16]([O:18][CH3:19])=[O:17])=[C:14]([OH:22])[CH:13]=3)(=[O:10])=[O:9])[CH:5]=[CH:6][CH:7]=2)=[CH:28][CH:27]=1)(=[O:25])[CH3:24], predict the reactants needed to synthesize it. The reactants are: Br[C:2]1[CH:3]=[C:4]([S:8]([NH:11][C:12]2[CH:21]=[CH:20][C:15]([C:16]([O:18][CH3:19])=[O:17])=[C:14]([OH:22])[CH:13]=2)(=[O:10])=[O:9])[CH:5]=[CH:6][CH:7]=1.[C:23]([C:26]1[S:30][C:29](B(O)O)=[CH:28][CH:27]=1)(=[O:25])[CH3:24]. (5) Given the product [CH3:16][N:15]([CH2:14][C:13]1[N:4]([CH2:3][CH2:2][NH:1][S:35]([CH3:34])(=[O:37])=[O:36])[C:5](=[O:26])[C:6]2[C:11]([C:12]=1[C:18]1[CH:19]=[CH:20][CH:21]=[CH:22][CH:23]=1)=[CH:10][C:9]([O:24][CH3:25])=[CH:8][CH:7]=2)[CH3:17], predict the reactants needed to synthesize it. The reactants are: [NH2:1][CH2:2][CH2:3][N:4]1[C:13]([CH2:14][N:15]([CH3:17])[CH3:16])=[C:12]([C:18]2[CH:23]=[CH:22][CH:21]=[CH:20][CH:19]=2)[C:11]2[C:6](=[CH:7][CH:8]=[C:9]([O:24][CH3:25])[CH:10]=2)[C:5]1=[O:26].C(N(CC)CC)C.[CH3:34][S:35](Cl)(=[O:37])=[O:36].C(Cl)Cl.